From a dataset of CYP2C19 inhibition data for predicting drug metabolism from PubChem BioAssay. Regression/Classification. Given a drug SMILES string, predict its absorption, distribution, metabolism, or excretion properties. Task type varies by dataset: regression for continuous measurements (e.g., permeability, clearance, half-life) or binary classification for categorical outcomes (e.g., BBB penetration, CYP inhibition). Dataset: cyp2c19_veith. (1) The drug is CCOc1cc(/C=C2\N=C(C)OC2=O)cc(Br)c1OCC(=O)OC. The result is 0 (non-inhibitor). (2) The molecule is O=S(=O)(O)c1cc(O)c2c(N=Cc3ccccc3O)cc(S(=O)(=O)O)cc2c1. The result is 1 (inhibitor). (3) The compound is CC(C(=O)NCc1ccc2c(c1)OCO2)N1c2cccc3cccc(c23)S1(=O)=O. The result is 1 (inhibitor). (4) The compound is Cl.NCCCCCc1nnc(SCc2ccc(Cl)c(Cl)c2)o1. The result is 1 (inhibitor). (5) The drug is COC(=O)c1ccccc1NC(=O)Oc1ccc(F)cc1. The result is 0 (non-inhibitor). (6) The drug is COc1ccc(C(=O)N2CC3(CC(c4ccc(Cl)cc4)=NO3)C[C@H]2C(=O)NCC(N)=O)cc1. The result is 0 (non-inhibitor). (7) The drug is CCCN(CCC)CCNC(=O)C1CCCN(S(=O)(=O)c2ccc3c(c2)oc(=O)n3C)C1. The result is 0 (non-inhibitor). (8) The molecule is COc1ccc(CCN(C)Cc2ccc(OCc3ccccc3)c(OC)c2)cc1OC. The result is 0 (non-inhibitor). (9) The compound is CC(C)CN1CC2(CCN(C(=O)c3csnn3)CC2)C1. The result is 0 (non-inhibitor). (10) The result is 0 (non-inhibitor). The compound is O=C1O/C(=C\Br)CC[C@@H]1c1cccc2ccccc12.